From a dataset of Full USPTO retrosynthesis dataset with 1.9M reactions from patents (1976-2016). Predict the reactants needed to synthesize the given product. (1) Given the product [Cl:1][C:2]1[CH:7]=[CH:6][C:5]([C:8]2[N:9]([CH2:14][C:15]3[CH:20]=[CH:19][CH:18]=[C:17]([F:21])[CH:16]=3)[C:10](=[O:13])[N:11]([CH2:23][C:24]([NH:26][CH2:27][C:28]3[CH:33]=[CH:32][CH:31]=[C:30]([C:34]([F:35])([F:36])[F:37])[CH:29]=3)=[O:25])[N:12]=2)=[CH:4][CH:3]=1, predict the reactants needed to synthesize it. The reactants are: [Cl:1][C:2]1[CH:7]=[CH:6][C:5]([C:8]2[N:9]([CH2:14][C:15]3[CH:20]=[CH:19][CH:18]=[C:17]([F:21])[CH:16]=3)[C:10](=[O:13])[NH:11][N:12]=2)=[CH:4][CH:3]=1.Cl[CH2:23][C:24]([NH:26][CH2:27][C:28]1[CH:33]=[CH:32][CH:31]=[C:30]([C:34]([F:37])([F:36])[F:35])[CH:29]=1)=[O:25].C(=O)([O-])[O-].[K+].[K+]. (2) Given the product [CH3:4][C:5]1[O:9][C:8]([C:10]2[CH:11]=[CH:12][CH:13]=[CH:14][CH:15]=2)=[N:7][C:6]=1[CH2:16][O:17][C:18]1[CH:38]=[CH:37][C:21]([CH2:22][O:23]/[N:24]=[C:25](/[C:31]2[CH:36]=[CH:35][CH:34]=[CH:33][CH:32]=2)\[CH2:26][CH2:27][C:28]([O-:30])=[O:29])=[CH:20][CH:19]=1.[Na+:3], predict the reactants needed to synthesize it. The reactants are: C[O-].[Na+:3].[CH3:4][C:5]1[O:9][C:8]([C:10]2[CH:15]=[CH:14][CH:13]=[CH:12][CH:11]=2)=[N:7][C:6]=1[CH2:16][O:17][C:18]1[CH:38]=[CH:37][C:21]([CH2:22][O:23]/[N:24]=[C:25](/[C:31]2[CH:36]=[CH:35][CH:34]=[CH:33][CH:32]=2)\[CH2:26][CH2:27][C:28]([OH:30])=[O:29])=[CH:20][CH:19]=1. (3) Given the product [CH2:1]([N:8]1[CH2:9][CH:10]2[CH2:16][CH:14]([CH2:13][N:12]([C:20]([NH:19][CH2:17][CH3:18])=[O:21])[CH2:11]2)[CH2:15]1)[C:2]1[CH:7]=[CH:6][CH:5]=[CH:4][CH:3]=1, predict the reactants needed to synthesize it. The reactants are: [CH2:1]([N:8]1[CH2:15][CH:14]2[CH2:16][CH:10]([CH2:11][NH:12][CH2:13]2)[CH2:9]1)[C:2]1[CH:7]=[CH:6][CH:5]=[CH:4][CH:3]=1.[CH2:17]([N:19]=[C:20]=[O:21])[CH3:18]. (4) The reactants are: [C:1]([N:5]1[CH2:14][CH2:13][C:12]2[C:7](=[CH:8][CH:9]=[C:10]([NH:15]CC3C=CC(OC)=CC=3)[CH:11]=2)[CH2:6]1)([CH3:4])([CH3:3])[CH3:2]. Given the product [C:1]([N:5]1[CH2:14][CH2:13][C:12]2[C:7](=[CH:8][CH:9]=[C:10]([NH2:15])[CH:11]=2)[CH2:6]1)([CH3:4])([CH3:2])[CH3:3], predict the reactants needed to synthesize it. (5) The reactants are: C(O[C:5](=[O:7])[CH3:6])(=O)C.[N+:8]([C:11]1[CH:16]=[C:15]([N+:17]([O-:19])=[O:18])[CH:14]=[CH:13][C:12]=1[S:20][C:21]1[CH:27]=[CH:26][CH:25]=[CH:24][C:22]=1[NH2:23])([O-:10])=[O:9]. Given the product [N+:8]([C:11]1[CH:16]=[C:15]([N+:17]([O-:19])=[O:18])[CH:14]=[CH:13][C:12]=1[S:20][C:21]1[CH:27]=[CH:26][CH:25]=[CH:24][C:22]=1[NH:23][C:5](=[O:7])[CH3:6])([O-:10])=[O:9], predict the reactants needed to synthesize it. (6) Given the product [CH3:35][O:36][C:37]1[C:42]([CH2:43][N:44]2[CH2:49][CH2:48][CH:47](/[CH:50]=[CH:9]/[C:4]3[CH:5]=[CH:6][CH:7]=[CH:8][C:3]=3[CH3:2])[CH2:46][CH2:45]2)=[CH:41][CH:40]=[CH:39][N:38]=1, predict the reactants needed to synthesize it. The reactants are: [Br-].[CH3:2][C:3]1[CH:8]=[CH:7][CH:6]=[CH:5][C:4]=1[CH2:9][P+](C1C=CC=CC=1)(C1C=CC=CC=1)C1C=CC=CC=1.CC(C)([O-])C.[K+].[CH3:35][O:36][C:37]1[C:42]([CH2:43][N:44]2[CH2:49][CH2:48][CH:47]([CH:50]=O)[CH2:46][CH2:45]2)=[CH:41][CH:40]=[CH:39][N:38]=1.